This data is from Full USPTO retrosynthesis dataset with 1.9M reactions from patents (1976-2016). The task is: Predict the reactants needed to synthesize the given product. The reactants are: [C:1]([C:5]1[CH:13]=[CH:12][CH:11]=[CH:10][C:6]=1[C:7]([OH:9])=O)([CH3:4])([CH3:3])[CH3:2].S(Cl)(Cl)=O.[CH2:18]([NH:20][CH2:21][CH3:22])[CH3:19]. Given the product [CH2:18]([N:20]([CH2:21][CH3:22])[C:7](=[O:9])[C:6]1[CH:10]=[CH:11][CH:12]=[CH:13][C:5]=1[C:1]([CH3:2])([CH3:3])[CH3:4])[CH3:19], predict the reactants needed to synthesize it.